The task is: Predict the reactants needed to synthesize the given product.. This data is from Full USPTO retrosynthesis dataset with 1.9M reactions from patents (1976-2016). (1) The reactants are: C[N:2](C)/[CH:3]=[C:4](/[C:10]1[C:11]([O:17][CH2:18][C@H:19]2[CH2:21][C@@H:20]2[C:22]2[CH:27]=[CH:26][C:25]([O:28][CH3:29])=[CH:24][N:23]=2)=[N:12][C:13]([CH3:16])=[N:14][CH:15]=1)\[C:5]([O:7]CC)=[O:6].C([O-])([O-])=O.[K+].[K+].Cl.NO. Given the product [CH3:29][O:28][C:25]1[CH:26]=[CH:27][C:22]([C@H:20]2[CH2:21][C@@H:19]2[CH2:18][O:17][C:11]2[C:10]([C:4]3[C:5](=[O:7])[O:6][NH:2][CH:3]=3)=[CH:15][N:14]=[C:13]([CH3:16])[N:12]=2)=[N:23][CH:24]=1, predict the reactants needed to synthesize it. (2) Given the product [Cl:1][C:2]1[C:3]2[N:4]([CH:21]=[N:22][CH:23]=2)[C:5]([C:14]2[CH:19]=[CH:18][CH:17]=[C:16]([F:20])[CH:15]=2)=[C:6]([C:8](=[O:9])[CH3:24])[CH:7]=1, predict the reactants needed to synthesize it. The reactants are: [Cl:1][C:2]1[C:3]2[N:4]([CH:21]=[N:22][CH:23]=2)[C:5]([C:14]2[CH:19]=[CH:18][CH:17]=[C:16]([F:20])[CH:15]=2)=[C:6]([C:8](N(OC)C)=[O:9])[CH:7]=1.[CH3:24][Mg]Br.Cl.C(=O)(O)[O-].[Na+].